Dataset: Blood-brain barrier penetration binary classification data from Martins et al.. Task: Regression/Classification. Given a drug SMILES string, predict its absorption, distribution, metabolism, or excretion properties. Task type varies by dataset: regression for continuous measurements (e.g., permeability, clearance, half-life) or binary classification for categorical outcomes (e.g., BBB penetration, CYP inhibition). Dataset: bbb_martins. (1) The molecule is CCCC(CC)C1(CC)C(=O)NC(=O)NC1=O. The result is 1 (penetrates BBB). (2) The drug is C#CC(C)(O)CC. The result is 1 (penetrates BBB). (3) The drug is CCCCCCCNC(=O)Oc1ccc2c(c1)[C@]1(C)CCN(C)[C@@H]1N2C. The result is 1 (penetrates BBB). (4) The drug is CCc1c(O)c(=O)ccn1CCO. The result is 0 (does not penetrate BBB). (5) The drug is CC(=O)O[C@]1(C(C)=O)CC[C@H]2[C@@H]3C[C@H](C)C4=CC(=O)C=C[C@]4(C)[C@@]3(F)[C@@H](O)C[C@@]21C. The result is 1 (penetrates BBB). (6) The compound is CC(=O)OCC(=O)[C@@]12OC(C)(C)O[C@@H]1C[C@H]1[C@@H]3C[C@H](F)C4=CC(=O)C=C[C@]4(C)[C@@]3(F)[C@@H](O)C[C@@]12C. The result is 1 (penetrates BBB).